The task is: Regression. Given two drug SMILES strings and cell line genomic features, predict the synergy score measuring deviation from expected non-interaction effect.. This data is from NCI-60 drug combinations with 297,098 pairs across 59 cell lines. Drug 1: CS(=O)(=O)C1=CC(=C(C=C1)C(=O)NC2=CC(=C(C=C2)Cl)C3=CC=CC=N3)Cl. Drug 2: CCC(=C(C1=CC=CC=C1)C2=CC=C(C=C2)OCCN(C)C)C3=CC=CC=C3.C(C(=O)O)C(CC(=O)O)(C(=O)O)O. Cell line: TK-10. Synergy scores: CSS=6.78, Synergy_ZIP=-1.68, Synergy_Bliss=2.20, Synergy_Loewe=1.81, Synergy_HSA=1.82.